From a dataset of CYP2C19 inhibition data for predicting drug metabolism from PubChem BioAssay. Regression/Classification. Given a drug SMILES string, predict its absorption, distribution, metabolism, or excretion properties. Task type varies by dataset: regression for continuous measurements (e.g., permeability, clearance, half-life) or binary classification for categorical outcomes (e.g., BBB penetration, CYP inhibition). Dataset: cyp2c19_veith. (1) The molecule is COc1ccc(C[C@@H]2C(=O)N[C@H](C)C(=O)N(C)[C@@H]3C(=O)N(C)[C@@H](Cc4ccc(O)c(c4)Oc4ccc(cc4)[C@H]3O)C(=O)N[C@@H](C)C(=O)N[C@H](C)C(=O)N2C)cc1. The result is 0 (non-inhibitor). (2) The drug is O=[N+]([O-])c1ccc2nc(-c3ccc(Cl)cc3)n(OCc3ccccc3)c2c1. The result is 0 (non-inhibitor).